Dataset: Full USPTO retrosynthesis dataset with 1.9M reactions from patents (1976-2016). Task: Predict the reactants needed to synthesize the given product. (1) Given the product [Cl:18][C:19]1[N:24]=[C:23]([N:4]2[CH:5]=[C:6]([C:7]([O:9][CH2:10][CH3:11])=[O:8])[C:2]([CH3:1])=[N:3]2)[C:22]([CH3:26])=[CH:21][N:20]=1, predict the reactants needed to synthesize it. The reactants are: [CH3:1][C:2]1[C:6]([C:7]([O:9][CH2:10][CH3:11])=[O:8])=[CH:5][NH:4][N:3]=1.C(=O)([O-])[O-].[K+].[K+].[Cl:18][C:19]1[N:24]=[C:23](Cl)[C:22]([CH3:26])=[CH:21][N:20]=1. (2) Given the product [CH3:1][O:2][C:3](=[O:38])[C:4]1[CH:9]=[C:8]([O:10][C:11]2[CH:16]=[CH:15][C:14]([NH:17][S:45]([C:42]3[CH:43]=[CH:44][C:39]([CH3:49])=[CH:40][CH:41]=3)(=[O:47])=[O:46])=[C:13]([N:18]([CH2:20][C:21]3[CH:26]=[CH:25][CH:24]=[CH:23][CH:22]=3)[CH3:19])[CH:12]=2)[CH:7]=[CH:6][C:5]=1[NH:27][S:28]([C:31]1[CH:32]=[CH:33][C:34]([CH3:37])=[CH:35][CH:36]=1)(=[O:30])=[O:29], predict the reactants needed to synthesize it. The reactants are: [CH3:1][O:2][C:3](=[O:38])[C:4]1[CH:9]=[C:8]([O:10][C:11]2[CH:16]=[CH:15][C:14]([NH2:17])=[C:13]([N:18]([CH2:20][C:21]3[CH:26]=[CH:25][CH:24]=[CH:23][CH:22]=3)[CH3:19])[CH:12]=2)[CH:7]=[CH:6][C:5]=1[NH:27][S:28]([C:31]1[CH:36]=[CH:35][C:34]([CH3:37])=[CH:33][CH:32]=1)(=[O:30])=[O:29].[C:39]1([CH3:49])[CH:44]=[CH:43][C:42]([S:45](Cl)(=[O:47])=[O:46])=[CH:41][CH:40]=1.N1C=CC=CC=1. (3) The reactants are: [CH2:1]([N:3]1[C:11]2[C:6](=[CH:7][CH:8]=[C:9]([O:12][CH3:13])[CH:10]=2)[C:5]([C:14]#[N:15])=[CH:4]1)[CH3:2].Cl.C(N(CC)CC)C.[N-:24]=[N+:25]=[N-:26].[Na+]. Given the product [CH2:1]([N:3]1[C:11]2[C:6](=[CH:7][CH:8]=[C:9]([O:12][CH3:13])[CH:10]=2)[C:5]([C:14]2[NH:26][N:25]=[N:24][N:15]=2)=[CH:4]1)[CH3:2], predict the reactants needed to synthesize it.